From a dataset of Full USPTO retrosynthesis dataset with 1.9M reactions from patents (1976-2016). Predict the reactants needed to synthesize the given product. (1) Given the product [CH3:7][N:4]1[CH:5]=[CH:6][C:2]([C:30]2[CH:29]=[C:28]3[C:33](=[CH:32][CH:31]=2)[N:24]([C:14]2[C:15]4[CH2:16][N:17]([C:21](=[O:23])[CH3:22])[CH2:18][CH2:19][C:20]=4[N:12]([CH:10]4[CH2:9][O:8][CH2:11]4)[N:13]=2)[CH2:25][CH2:26][CH2:27]3)=[N:3]1, predict the reactants needed to synthesize it. The reactants are: Br[C:2]1[CH:6]=[CH:5][N:4]([CH3:7])[N:3]=1.[O:8]1[CH2:11][CH:10]([N:12]2[C:20]3[CH2:19][CH2:18][N:17]([C:21](=[O:23])[CH3:22])[CH2:16][C:15]=3[C:14]([N:24]3[C:33]4[C:28](=[CH:29][C:30](B5OC(C)(C)C(C)(C)O5)=[CH:31][CH:32]=4)[CH2:27][CH2:26][CH2:25]3)=[N:13]2)[CH2:9]1.C([O-])([O-])=O.[Na+].[Na+].ClCCl. (2) Given the product [Cl:1][C:2]1[CH:7]=[C:6]([Cl:8])[CH:5]=[CH:4][C:3]=1[N:9]([C:12]#[N:13])[CH:10]=[S:11], predict the reactants needed to synthesize it. The reactants are: [Cl:1][C:2]1[CH:7]=[C:6]([Cl:8])[CH:5]=[CH:4][C:3]=1[N:9]=[C:10]=[S:11].[C-:12]#[N:13].[K+].Cl. (3) Given the product [NH2:1][C:2]1[C:10]([N+:11]([O-:13])=[O:12])=[CH:9][C:5]([C:6]([O:8][CH2:21][CH3:22])=[O:7])=[C:4]([O:14][CH3:15])[CH:3]=1, predict the reactants needed to synthesize it. The reactants are: [NH2:1][C:2]1[C:10]([N+:11]([O-:13])=[O:12])=[CH:9][C:5]([C:6]([OH:8])=[O:7])=[C:4]([O:14][CH3:15])[CH:3]=1.S(=O)(=O)(O)O.[CH2:21](O)[CH3:22].